This data is from Catalyst prediction with 721,799 reactions and 888 catalyst types from USPTO. The task is: Predict which catalyst facilitates the given reaction. Reactant: [C:1]([O:5][C:6](=[O:17])[NH:7][C:8]1[CH:13]=[C:12]([Cl:14])[C:11]([OH:15])=[C:10]([Cl:16])[CH:9]=1)([CH3:4])([CH3:3])[CH3:2].C(=O)([O-])[O-].[K+].[K+].[CH2:24](I)[CH3:25]. Product: [C:1]([O:5][C:6](=[O:17])[NH:7][C:8]1[CH:13]=[C:12]([Cl:14])[C:11]([O:15][CH2:24][CH3:25])=[C:10]([Cl:16])[CH:9]=1)([CH3:4])([CH3:2])[CH3:3]. The catalyst class is: 21.